From a dataset of Reaction yield outcomes from USPTO patents with 853,638 reactions. Predict the reaction yield, written as a fraction of the theoretical maximum amount of product (1.0 means a 100% yield; for example, 0.34 means a 34% yield). (1) The reactants are [Cl:1][C:2]1[CH:3]=[C:4]([CH:18]=[CH:19][C:20]=1[Cl:21])[O:5][CH2:6][C:7]1[CH:17]=[CH:16][C:10]([C:11]([O:13]CC)=[O:12])=[CH:9][CH:8]=1.[OH-].[Na+]. The catalyst is O1CCCC1.O. The product is [Cl:1][C:2]1[CH:3]=[C:4]([CH:18]=[CH:19][C:20]=1[Cl:21])[O:5][CH2:6][C:7]1[CH:17]=[CH:16][C:10]([C:11]([OH:13])=[O:12])=[CH:9][CH:8]=1. The yield is 1.00. (2) The catalyst is C(O)C.O. The yield is 0.600. The reactants are C([O:3][C:4]([C:6]1[NH:7][C:8]2[C:13]([CH:14]=1)=[C:12]([Cl:15])[C:11]([Cl:16])=[CH:10][CH:9]=2)=[O:5])C.[OH-].[Li+].Cl. The product is [Cl:15][C:12]1[C:11]([Cl:16])=[CH:10][CH:9]=[C:8]2[C:13]=1[CH:14]=[C:6]([C:4]([OH:5])=[O:3])[NH:7]2. (3) The reactants are I([O-])(=O)(=O)=O.[Na+].[C:12]([OH:14])(=[O:13])[CH:10]([CH:10]([C:12]([OH:14])=[O:13])[OH:11])[OH:11].[OH-].[Na+].[CH3:19][O:20][C:21]1[CH:26]=[CH:25][C:24]([CH2:27][C:28]([C:30]2[CH:35]=[CH:34][C:33]([O:36][CH3:37])=[CH:32][CH:31]=2)=[O:29])=[CH:23][CH:22]=1. The catalyst is O.S(=O)(=O)(O)O.C(O)C. The product is [CH3:19][O:20][C:21]1[CH:22]=[CH:23][C:24]([CH:27]([C:28]([C:30]2[CH:31]=[CH:32][C:33]([O:36][CH3:37])=[CH:34][CH:35]=2)=[O:29])[CH:10]([OH:11])[C:12]([OH:14])=[O:13])=[CH:25][CH:26]=1. The yield is 0.938. (4) The reactants are [F-].[Cs+].CC([Si](C)(C)[O:8][C:9]1[CH:17]=[C:16]2[C:12]([CH:13]=[C:14]([C:25]([O:27][CH3:28])=[O:26])[N:15]2[C:18]([O:20][C:21]([CH3:24])([CH3:23])[CH3:22])=[O:19])=[CH:11][CH:10]=1)(C)C. The catalyst is CN(C=O)C. The product is [OH:8][C:9]1[CH:17]=[C:16]2[C:12]([CH:13]=[C:14]([C:25]([O:27][CH3:28])=[O:26])[N:15]2[C:18]([O:20][C:21]([CH3:24])([CH3:23])[CH3:22])=[O:19])=[CH:11][CH:10]=1. The yield is 0.930. (5) The reactants are [Br:1][C:2]1[C:3]([N:18]2[CH2:23][CH2:22][C:21]([C:25]#[N:26])([CH3:24])[CH2:20][CH2:19]2)=[C:4]([C@H:10]([OH:17])[C:11]([O:13][CH:14]([CH3:16])[CH3:15])=[O:12])[C:5]([CH3:9])=[N:6][C:7]=1[CH3:8]. The catalyst is C(Cl)Cl. The product is [Br:1][C:2]1[C:3]([N:18]2[CH2:19][CH2:20][C:21]([C:25]#[N:26])([CH3:24])[CH2:22][CH2:23]2)=[C:4]([C@H:10]([O:17][C:4]([CH3:10])([CH3:5])[CH3:3])[C:11]([O:13][CH:14]([CH3:16])[CH3:15])=[O:12])[C:5]([CH3:9])=[N:6][C:7]=1[CH3:8]. The yield is 0.860. (6) The reactants are [CH3:1][C:2]1[CH:3]=[C:4]2[C:11]3([C:15](=[O:16])[NH:14][C:13](=O)[NH:12]3)[CH2:10][CH:9]([C:18]3[CH:23]=[CH:22][CH:21]=[CH:20][CH:19]=3)[O:8][C:5]2=[CH:6][CH:7]=1.COC1C=CC(P2(SP(C3C=CC(OC)=CC=3)(=S)S2)=[S:33])=CC=1. The catalyst is O1CCOCC1. The product is [CH3:1][C:2]1[CH:3]=[C:4]2[C:11]3([C:15](=[O:16])[NH:14][C:13](=[S:33])[NH:12]3)[CH2:10][CH:9]([C:18]3[CH:23]=[CH:22][CH:21]=[CH:20][CH:19]=3)[O:8][C:5]2=[CH:6][CH:7]=1. The yield is 0.170. (7) The reactants are [F:1][C:2]1[CH:7]=[CH:6][C:5]([C:8]2[O:9][CH:10]=[C:11]([CH:13]([O:16][CH3:17])[CH2:14][NH2:15])[N:12]=2)=[CH:4][CH:3]=1.[F:18][C:19]([F:35])([F:34])[C:20]1[O:24][N:23]=[C:22]([C:25]2[CH:26]=[C:27]([CH:31]=[CH:32][CH:33]=2)[C:28](O)=[O:29])[N:21]=1. No catalyst specified. The product is [F:1][C:2]1[CH:3]=[CH:4][C:5]([C:8]2[O:9][CH:10]=[C:11]([CH:13]([O:16][CH3:17])[CH2:14][NH:15][C:28](=[O:29])[C:27]3[CH:31]=[CH:32][CH:33]=[C:25]([C:22]4[N:21]=[C:20]([C:19]([F:35])([F:34])[F:18])[O:24][N:23]=4)[CH:26]=3)[N:12]=2)=[CH:6][CH:7]=1. The yield is 0.220. (8) The reactants are [C:1]([C:5]1[CH:9]=[C:8]([NH2:10])[NH:7][N:6]=1)([CH3:4])([CH3:3])[CH3:2].Br[C:12]1[CH:13]=[C:14]([OH:19])[CH:15]=[C:16]([Cl:18])[CH:17]=1.C(=O)([O-])[O-].[K+].[K+].CN[C@@H]1CCCC[C@H]1NC. The catalyst is [Cu]I. The product is [NH2:10][C:8]1[N:7]([C:12]2[CH:13]=[C:14]([OH:19])[CH:15]=[C:16]([Cl:18])[CH:17]=2)[N:6]=[C:5]([C:1]([CH3:4])([CH3:3])[CH3:2])[CH:9]=1. The yield is 0.620. (9) The reactants are Cl[C:2]1[N:3]=[N:4][C:5]([C:14]2[CH:19]=[CH:18][CH:17]=[CH:16][CH:15]=2)=[CH:6][C:7]=1[C:8]1[CH:13]=[CH:12][CH:11]=[CH:10][CH:9]=1.[N:20]1[CH:25]=[CH:24][CH:23]=[N:22][C:21]=1[N:26]1[CH2:31][CH2:30][NH:29][CH2:28][CH2:27]1. No catalyst specified. The product is [C:8]1([C:7]2[CH:6]=[C:5]([C:14]3[CH:19]=[CH:18][CH:17]=[CH:16][CH:15]=3)[N:4]=[N:3][C:2]=2[N:29]2[CH2:30][CH2:31][N:26]([C:21]3[N:20]=[CH:25][CH:24]=[CH:23][N:22]=3)[CH2:27][CH2:28]2)[CH:13]=[CH:12][CH:11]=[CH:10][CH:9]=1. The yield is 0.811. (10) The reactants are [N:1]1([C:6]([N:8]2[CH2:13][CH2:12][C:11]([C:20]([OH:22])=[O:21])([C:14]3[CH:19]=[CH:18][CH:17]=[CH:16][CH:15]=3)[CH2:10][CH2:9]2)=[O:7])[CH:5]=[CH:4][N:3]=[CH:2]1.S(=O)(=O)(O)O.C(Cl)Cl.CO.[CH2:33](O)[CH3:34]. No catalyst specified. The product is [N:1]1([C:6]([N:8]2[CH2:13][CH2:12][C:11]([C:20]([O:22][CH2:33][CH3:34])=[O:21])([C:14]3[CH:15]=[CH:16][CH:17]=[CH:18][CH:19]=3)[CH2:10][CH2:9]2)=[O:7])[CH:5]=[CH:4][N:3]=[CH:2]1. The yield is 0.219.